From a dataset of Reaction yield outcomes from USPTO patents with 853,638 reactions. Predict the reaction yield, written as a fraction of the theoretical maximum amount of product (1.0 means a 100% yield; for example, 0.34 means a 34% yield). (1) The reactants are [C:1]([O:5][C:6](=[O:9])[CH2:7][NH2:8])([CH3:4])([CH3:3])[CH3:2].[CH3:10][C:11]1([CH2:15][CH:16]=O)[CH2:14][O:13][CH2:12]1. The catalyst is C(Cl)Cl. The product is [C:1]([O:5][C:6](=[O:9])[CH2:7]/[N:8]=[CH:16]/[CH2:15][C:11]1([CH3:10])[CH2:14][O:13][CH2:12]1)([CH3:4])([CH3:3])[CH3:2]. The yield is 1.00. (2) The reactants are [H-].[Na+].[CH2:3]([NH:6][C:7]([C:9]1[C:10]([NH:17][CH:18]([CH3:20])[CH3:19])=[N:11][C:12](SC)=[N:13][CH:14]=1)=[O:8])[CH:4]=[CH2:5].C([N:23]1[CH:27]=[CH:26][N:25]=[CH:24]1)([N:23]1[CH:27]=[CH:26][N:25]=[CH:24]1)=O.[C:33](OCC)(=[O:35])C. No catalyst specified. The product is [CH2:3]([N:6]1[C:7](=[O:8])[C:9]2[C:10](=[N:11][C:12]([N:23]3[CH:27]=[CH:26][N:25]=[CH:24]3)=[N:13][CH:14]=2)[N:17]([CH:18]([CH3:20])[CH3:19])[C:33]1=[O:35])[CH:4]=[CH2:5]. The yield is 0.260. (3) The reactants are [OH:1][C:2]1[CH:3]=[C:4]([CH:9]=[C:10]([O:12][C@@H:13]([CH3:17])[CH2:14][O:15][CH3:16])[CH:11]=1)[C:5]([O:7][CH3:8])=[O:6].[N:18]1([C:22]([C:24]2[CH:29]=[N:28][C:27](Cl)=[CH:26][N:25]=2)=[O:23])[CH2:21][CH2:20][CH2:19]1.C(=O)([O-])[O-].[Cs+].[Cs+].CS(C)=O. The catalyst is O.C(OCC)(=O)C. The product is [N:18]1([C:22]([C:24]2[N:25]=[CH:26][C:27]([O:1][C:2]3[CH:3]=[C:4]([CH:9]=[C:10]([O:12][C@@H:13]([CH3:17])[CH2:14][O:15][CH3:16])[CH:11]=3)[C:5]([O:7][CH3:8])=[O:6])=[N:28][CH:29]=2)=[O:23])[CH2:21][CH2:20][CH2:19]1. The yield is 0.930. (4) The yield is 0.980. The product is [Si:34]([O:33][CH2:32][CH2:31][N:10]([CH2:9][CH2:8][N:5]1[CH2:6][CH2:7][S:2](=[O:1])(=[O:23])[CH2:3][CH2:4]1)[S:11]([C:14]1[CH:19]=[CH:18][CH:17]=[CH:16][C:15]=1[N+:20]([O-:22])=[O:21])(=[O:12])=[O:13])([C:37]([CH3:40])([CH3:39])[CH3:38])([CH3:36])[CH3:35]. The catalyst is CN(C=O)C.O. The reactants are [O:1]=[S:2]1(=[O:23])[CH2:7][CH2:6][N:5]([CH2:8][CH2:9][NH:10][S:11]([C:14]2[CH:19]=[CH:18][CH:17]=[CH:16][C:15]=2[N+:20]([O-:22])=[O:21])(=[O:13])=[O:12])[CH2:4][CH2:3]1.C(=O)([O-])[O-].[Cs+].[Cs+].Br[CH2:31][CH2:32][O:33][Si:34]([C:37]([CH3:40])([CH3:39])[CH3:38])([CH3:36])[CH3:35].C(OCC)(=O)C. (5) The reactants are Br[C:2]1[CH:7]=[CH:6][CH:5]=[CH:4][N:3]=1.[Li]CCCC.CO[C:15](=[O:29])[CH2:16][CH2:17][CH2:18][N:19]1[CH2:24][CH2:23][CH:22]([CH2:25][CH2:26][CH2:27][CH3:28])[CH2:21][CH2:20]1.C(Cl)Cl.CO. The catalyst is C(Cl)Cl. The product is [CH2:25]([CH:22]1[CH2:21][CH2:20][N:19]([CH2:18][CH2:17][CH2:16][C:15]([C:2]2[CH:7]=[CH:6][CH:5]=[CH:4][N:3]=2)=[O:29])[CH2:24][CH2:23]1)[CH2:26][CH2:27][CH3:28]. The yield is 0.120.